From a dataset of CYP3A4 inhibition data for predicting drug metabolism from PubChem BioAssay. Regression/Classification. Given a drug SMILES string, predict its absorption, distribution, metabolism, or excretion properties. Task type varies by dataset: regression for continuous measurements (e.g., permeability, clearance, half-life) or binary classification for categorical outcomes (e.g., BBB penetration, CYP inhibition). Dataset: cyp3a4_veith. (1) The compound is Oc1ccc([C@@H]2CNCCc3c2cc(O)c(O)c3Cl)cc1. The result is 0 (non-inhibitor). (2) The molecule is NCCCNCCCCN(CCCN)/[N+]([O-])=N/O. The result is 0 (non-inhibitor). (3) The molecule is COc1ccc(CNC(=O)/C=C\c2ccc3[nH]cc(CCN(C)C)c3c2)cc1. The result is 1 (inhibitor).